From a dataset of Full USPTO retrosynthesis dataset with 1.9M reactions from patents (1976-2016). Predict the reactants needed to synthesize the given product. (1) Given the product [NH2:6][C:7]1[CH:15]=[CH:14][C:10]([C:11]([O:13][CH3:17])=[O:12])=[C:9]([OH:16])[CH:8]=1, predict the reactants needed to synthesize it. The reactants are: S(=O)(=O)(O)O.[NH2:6][C:7]1[CH:8]=[C:9]([OH:16])[C:10](=[CH:14][CH:15]=1)[C:11]([OH:13])=[O:12].[CH3:17]O. (2) Given the product [N:20]1([CH2:25][C:26]2[CH:31]=[CH:30][C:29]([CH2:32][CH2:33][NH:34][C:14]([C:11]3[CH:12]=[CH:13][C:8]([C:5]4[CH:4]=[CH:3][C:2]([Cl:1])=[CH:7][CH:6]=4)=[CH:9][C:10]=3[N+:17]([O-:19])=[O:18])=[O:16])=[CH:28][CH:27]=2)[CH2:24][CH2:23][CH2:22][CH2:21]1, predict the reactants needed to synthesize it. The reactants are: [Cl:1][C:2]1[CH:7]=[CH:6][C:5]([C:8]2[CH:13]=[CH:12][C:11]([C:14]([OH:16])=O)=[C:10]([N+:17]([O-:19])=[O:18])[CH:9]=2)=[CH:4][CH:3]=1.[N:20]1([CH2:25][C:26]2[CH:31]=[CH:30][C:29]([CH2:32][CH2:33][NH2:34])=[CH:28][CH:27]=2)[CH2:24][CH2:23][CH2:22][CH2:21]1.CN(C(ON1N=NC2C=CC=CC1=2)=[N+](C)C)C.[B-](F)(F)(F)F.C1C=CC2N(O)N=NC=2C=1.C(N(CC)CC)C. (3) Given the product [F:34][C:32]1[CH:33]=[C:28]([N:23]2[CH2:24][CH2:25][CH2:26][C@@H:22]2[C:10]2[CH:11]=[C:12]([C:18]([O:20][CH3:21])=[O:19])[CH:13]=[C:14]3[C:9]=2[O:8][C:7]([N:4]2[CH2:3][CH2:2][O:1][CH2:6][CH2:5]2)=[CH:16][C:15]3=[O:17])[CH:29]=[C:30]([F:35])[CH:31]=1, predict the reactants needed to synthesize it. The reactants are: [O:1]1[CH2:6][CH2:5][N:4]([C:7]2[O:8][C:9]3[C:14]([C:15](=[O:17])[CH:16]=2)=[CH:13][C:12]([C:18]([O:20][CH3:21])=[O:19])=[CH:11][C:10]=3[C@H:22]2[CH2:26][CH2:25][CH2:24][NH:23]2)[CH2:3][CH2:2]1.Br[C:28]1[CH:33]=[C:32]([F:34])[CH:31]=[C:30]([F:35])[CH:29]=1.CC1(C)C2C=CC=C(P(C3C=CC=CC=3)C3C=CC=CC=3)C=2OC2C1=CC=CC=2P(C1C=CC=CC=1)C1C=CC=CC=1.C(=O)([O-])[O-].[Cs+].[Cs+]. (4) Given the product [C:9]([Si:12]([O:7][CH2:1][CH2:2][CH2:3][CH2:4][CH:5]=[CH2:6])([CH3:14])[CH3:13])([CH3:11])([CH3:10])[CH3:8], predict the reactants needed to synthesize it. The reactants are: [CH2:1]([OH:7])[CH2:2][CH2:3][CH2:4][CH:5]=[CH2:6].[CH3:8][C:9]([Si:12](Cl)([CH3:14])[CH3:13])([CH3:11])[CH3:10].N1C=CN=C1.O. (5) Given the product [F:22][C:19]([F:20])([F:21])[C:16]1[N:15]=[CH:14][C:13]([N:12]2[CH:5]=[CH:6][C:7]([CH:3]=[O:2])=[CH:8]2)=[CH:18][CH:17]=1, predict the reactants needed to synthesize it. The reactants are: C[O:2][CH:3]1[CH:7]([CH:8]=O)[CH2:6][CH:5](OC)O1.[NH2:12][C:13]1[CH:14]=[N:15][C:16]([C:19]([F:22])([F:21])[F:20])=[CH:17][CH:18]=1. (6) The reactants are: [NH:1]1[CH2:4][CH:3]([C:5]([O:7][CH3:8])=[O:6])[CH2:2]1.C([O-])([O-])=O.[K+].[K+].[F:15][C:16]1[CH:32]=[CH:31][C:19]([CH2:20][O:21][CH2:22][C:23]([NH:25][CH2:26][CH2:27][CH2:28][CH2:29]I)=[O:24])=[CH:18][CH:17]=1.O. Given the product [F:15][C:16]1[CH:17]=[CH:18][C:19]([CH2:20][O:21][CH2:22][C:23]([NH:25][CH2:26][CH2:27][CH2:28][CH2:29][N:1]2[CH2:4][CH:3]([C:5]([O:7][CH3:8])=[O:6])[CH2:2]2)=[O:24])=[CH:31][CH:32]=1, predict the reactants needed to synthesize it. (7) Given the product [F:36][C:16]1[CH:17]=[C:18]([CH2:19][O:20][C:21]2[CH:26]=[CH:25][C:24]([CH2:27][CH2:28][C:29]([O:31][CH2:32][CH3:33])=[O:30])=[C:23]([CH3:34])[C:22]=2[CH3:35])[C:12]2[O:11][C:10]([CH2:9][OH:8])=[CH:14][C:13]=2[CH:15]=1, predict the reactants needed to synthesize it. The reactants are: [Si]([O:8][CH2:9][C:10]1[O:11][C:12]2[C:18]([CH2:19][O:20][C:21]3[CH:26]=[CH:25][C:24]([CH2:27][CH2:28][C:29]([O:31][CH2:32][CH3:33])=[O:30])=[C:23]([CH3:34])[C:22]=3[CH3:35])=[CH:17][C:16]([F:36])=[CH:15][C:13]=2[CH:14]=1)(C(C)(C)C)(C)C.CCCC[N+](CCCC)(CCCC)CCCC.[F-].